Predict the reaction yield, written as a fraction of the theoretical maximum amount of product (1.0 means a 100% yield; for example, 0.34 means a 34% yield). From a dataset of Reaction yield outcomes from USPTO patents with 853,638 reactions. (1) The reactants are [NH2:1][C:2]1[C:7]([CH2:8][OH:9])=[CH:6][CH:5]=[CH:4][C:3]=1[CH2:10][OH:11].[CH3:12][C:13]([O:16][C:17](O[C:17]([O:16][C:13]([CH3:15])([CH3:14])[CH3:12])=[O:18])=[O:18])([CH3:15])[CH3:14]. The catalyst is C(O)C. The product is [OH:11][CH2:10][C:3]1[CH:4]=[CH:5][CH:6]=[C:7]([CH2:8][OH:9])[C:2]=1[NH:1][C:17](=[O:18])[O:16][C:13]([CH3:15])([CH3:14])[CH3:12]. The yield is 0.480. (2) The catalyst is C(Cl)Cl.[OH-].[Na+]. The product is [Br:13][CH2:14][CH2:15][CH2:16][NH:17][C:9](=[O:10])[O:8][CH2:1][C:2]1[CH:7]=[CH:6][CH:5]=[CH:4][CH:3]=1. The yield is 0.980. The reactants are [CH2:1]([O:8][C:9](Cl)=[O:10])[C:2]1[CH:7]=[CH:6][CH:5]=[CH:4][CH:3]=1.Br.[Br:13][CH2:14][CH2:15][CH2:16][NH2:17]. (3) The reactants are [C:1]([O:5][C@@H:6]([C:11]1[C:40]([CH3:41])=[CH:39][C:38]2=[N:42][C:35]3=[CH:36][N:37]2[C:12]=1[N:13]1[CH2:47][CH2:46][C:16]([CH3:48])([O:17][CH2:18][CH:19]=[CH:20][CH2:21][C@H:22]([CH3:45])[O:23][C:24]2[CH:25]=[C:26](F)[CH:27]=[CH:28][C:29]=2[C:30]2[CH:43]=[C:34]3[CH:33]=[CH:32][CH:31]=2)[CH2:15][CH2:14]1)[C:7]([O:9]C)=[O:8])([CH3:4])([CH3:3])[CH3:2].[CH2:49]1COCC1.O[Li].O. The catalyst is CO.[Pd]. The product is [C:1]([O:5][C@@H:6]([C:11]1[C:40]([CH3:41])=[CH:39][C:38]2=[N:42][C:35]3=[CH:36][N:37]2[C:12]=1[N:13]1[CH2:47][CH2:46][C:16]([CH3:48])([O:17][CH2:18][CH2:19][CH2:20][CH2:21][C@H:22]([CH3:45])[O:23][C:24]2[CH:25]=[CH:26][C:27]([CH3:49])=[CH:28][C:29]=2[C:30]2[CH:43]=[C:34]3[CH:33]=[CH:32][CH:31]=2)[CH2:15][CH2:14]1)[C:7]([OH:9])=[O:8])([CH3:3])([CH3:2])[CH3:4]. The yield is 0.270. (4) The reactants are Br[C:2]1[CH:3]=[N:4][CH:5]=[CH:6][CH:7]=1.CC(C)([O-])C.[Na+].C1COCC1.Cl.Cl.[NH2:21][CH2:22][CH2:23][NH:24][C@:25]12[CH2:60][CH2:59][C@@H:58]([C:61]([CH3:63])=[CH2:62])[C@@H:26]1[C@@H:27]1[C@@:40]([CH3:43])([CH2:41][CH2:42]2)[C@@:39]2([CH3:44])[C@@H:30]([C@:31]3([CH3:57])[C@@H:36]([CH2:37][CH2:38]2)[C:35]([CH3:46])([CH3:45])[C:34]([C:47]2[CH:56]=[CH:55][C:50]([C:51]([O:53]C)=[O:52])=[CH:49][CH:48]=2)=[CH:33][CH2:32]3)[CH2:29][CH2:28]1.O.[OH-].[Li+].C(O)(C(F)(F)F)=O. The catalyst is COCCOC.C([O-])(=O)C.[Pd+2].C([O-])(=O)C.CO.O. The product is [CH3:43][C@:40]12[C@@:39]3([CH3:44])[C@@H:30]([C@:31]4([CH3:57])[C@@H:36]([CH2:37][CH2:38]3)[C:35]([CH3:45])([CH3:46])[C:34]([C:47]3[CH:56]=[CH:55][C:50]([C:51]([OH:53])=[O:52])=[CH:49][CH:48]=3)=[CH:33][CH2:32]4)[CH2:29][CH2:28][C@@H:27]1[C@H:26]1[C@H:58]([C:61]([CH3:63])=[CH2:62])[CH2:59][CH2:60][C@:25]1([NH:24][CH2:23][CH2:22][NH:21][C:2]1[CH:3]=[N:4][CH:5]=[CH:6][CH:7]=1)[CH2:42][CH2:41]2. The yield is 0.575. (5) The reactants are C(O)=[O:2].[C:4]([O:7][CH2:8][C:9]1[CH:14]=[CH:13][CH:12]=[C:11]([C:15]#N)[C:10]=1[Br:17])(=[O:6])[CH3:5]. The catalyst is [Ni].O. The product is [C:4]([O:7][CH2:8][C:9]1[CH:14]=[CH:13][CH:12]=[C:11]([CH:15]=[O:2])[C:10]=1[Br:17])(=[O:6])[CH3:5]. The yield is 0.500.